From a dataset of Catalyst prediction with 721,799 reactions and 888 catalyst types from USPTO. Predict which catalyst facilitates the given reaction. Reactant: C([Sn](CCCC)(CCCC)[C:6]1[N:7]=[N:8][N:9]([CH2:11][C:12]([OH:14])=[O:13])[CH:10]=1)CCC.[I:23]I. Product: [I:23][C:6]1[N:7]=[N:8][N:9]([CH2:11][C:12]([OH:14])=[O:13])[CH:10]=1. The catalyst class is: 278.